This data is from Forward reaction prediction with 1.9M reactions from USPTO patents (1976-2016). The task is: Predict the product of the given reaction. (1) Given the reactants [NH2:1][C:2]1[C:7]2[N:8]([CH2:20][CH2:21][CH2:22][OH:23])[C:9]([NH:11][C:12]3[CH:17]=[CH:16][C:15]([Cl:18])=[CH:14][C:13]=3[Cl:19])=[N:10][C:6]=2[CH:5]=[C:4]([F:24])[CH:3]=1.[C:25](O)(=O)[CH3:26].[CH:29](=O)[CH3:30].C(O[BH3-])(=O)C.[Na+], predict the reaction product. The product is: [Cl:19][C:13]1[CH:14]=[C:15]([Cl:18])[CH:16]=[CH:17][C:12]=1[NH:11][C:9]1[N:8]([CH2:20][CH2:21][CH2:22][OH:23])[C:7]2[C:2]([N:1]([CH2:25][CH3:26])[CH2:29][CH3:30])=[CH:3][C:4]([F:24])=[CH:5][C:6]=2[N:10]=1. (2) Given the reactants [Si:1]([O:8][C@H:9]([C@H:33]1[CH2:37][C@@H:36]([O:38][CH2:39][CH2:40][CH3:41])[CH2:35][N:34]1[C:42]([O:44][C:45]([CH3:48])([CH3:47])[CH3:46])=[O:43])[C@@H:10]([NH:20][C:21](=[O:32])[C:22]1[CH:27]=[CH:26][CH:25]=[C:24]([C:28]([O:30]C)=[O:29])[CH:23]=1)[CH2:11][C:12]1[CH:17]=[C:16]([F:18])[CH:15]=[C:14]([F:19])[CH:13]=1)([C:4]([CH3:7])([CH3:6])[CH3:5])([CH3:3])[CH3:2].[Li+].[OH-].C(OCC)C, predict the reaction product. The product is: [C:45]([O:44][C:42]([N:34]1[CH2:35][C@H:36]([O:38][CH2:39][CH2:40][CH3:41])[CH2:37][C@@H:33]1[C@@H:9]([O:8][Si:1]([C:4]([CH3:5])([CH3:7])[CH3:6])([CH3:3])[CH3:2])[C@@H:10]([NH:20][C:21]([C:22]1[CH:23]=[C:24]([CH:25]=[CH:26][CH:27]=1)[C:28]([OH:30])=[O:29])=[O:32])[CH2:11][C:12]1[CH:17]=[C:16]([F:18])[CH:15]=[C:14]([F:19])[CH:13]=1)=[O:43])([CH3:48])([CH3:46])[CH3:47]. (3) Given the reactants C([O:3][C:4](=[O:33])[CH2:5][NH:6][C:7]([C:9]1[C:14](=[O:15])[N:13]([CH2:16][C:17]2[CH:22]=[CH:21][CH:20]=[CH:19][C:18]=2[C:23]([F:26])([F:25])[F:24])[C:12]([OH:27])=[C:11]([C:28](OC)=[O:29])[C:10]=1[OH:32])=[O:8])C.[CH:34]1([CH2:37][NH2:38])[CH2:36][CH2:35]1, predict the reaction product. The product is: [CH:34]1([CH2:37][NH:38][C:28]([C:11]2[C:10]([OH:32])=[C:9]([C:7]([NH:6][CH2:5][C:4]([OH:3])=[O:33])=[O:8])[C:14](=[O:15])[N:13]([CH2:16][C:17]3[CH:22]=[CH:21][CH:20]=[CH:19][C:18]=3[C:23]([F:25])([F:24])[F:26])[C:12]=2[OH:27])=[O:29])[CH2:36][CH2:35]1. (4) Given the reactants [CH:1]([O:14][C:15]([C:17]1[N:22]2[C:23](=[O:66])[CH:24]([NH:25][C:26](=[O:65])[C:27](=[N:53][O:54][C:55]([CH3:64])([C:57]([O:59][C:60]([CH3:63])([CH3:62])[CH3:61])=[O:58])[CH3:56])[C:28]3[N:29]=[C:30]([NH:33][C:34]([C:47]4[CH:52]=[CH:51][CH:50]=[CH:49][CH:48]=4)([C:41]4[CH:46]=[CH:45][CH:44]=[CH:43][CH:42]=4)[C:35]4[CH:40]=[CH:39][CH:38]=[CH:37][CH:36]=4)[S:31][CH:32]=3)[C@H:21]2[S:20][CH2:19][C:18]=1[CH2:67]Cl)=[O:16])([C:8]1[CH:13]=[CH:12][CH:11]=[CH:10][CH:9]=1)[C:2]1[CH:7]=[CH:6][CH:5]=[CH:4][CH:3]=1.[I-].[Na+].C1(P(C2C=CC=CC=2)C2C=CC=CC=2)C=CC=CC=1.[N+:90]([C:93]1[CH:100]=[CH:99][C:96]([CH:97]=O)=[CH:95][CH:94]=1)([O-:92])=[O:91].C(=O)([O-])O.[Na+].NC1SC=C(C(=NOC(C(O)=O)(C)C)C(NC2C(=O)N3C(C(O)=O)=C(C=CC4C=CC([N+]([O-])=O)=CC=4[N+]([O-])=O)CS[C@H]23)=O)N=1, predict the reaction product. The product is: [CH:1]([O:14][C:15]([C:17]1[N:22]2[C:23](=[O:66])[CH:24]([NH:25][C:26](=[O:65])[C:27](=[N:53][O:54][C:55]([CH3:64])([C:57]([O:59][C:60]([CH3:63])([CH3:62])[CH3:61])=[O:58])[CH3:56])[C:28]3[N:29]=[C:30]([NH:33][C:34]([C:47]4[CH:52]=[CH:51][CH:50]=[CH:49][CH:48]=4)([C:41]4[CH:46]=[CH:45][CH:44]=[CH:43][CH:42]=4)[C:35]4[CH:40]=[CH:39][CH:38]=[CH:37][CH:36]=4)[S:31][CH:32]=3)[C@H:21]2[S:20][CH2:19][C:18]=1[CH:67]=[CH:97][C:96]1[CH:99]=[CH:100][C:93]([N+:90]([O-:92])=[O:91])=[CH:94][CH:95]=1)=[O:16])([C:8]1[CH:13]=[CH:12][CH:11]=[CH:10][CH:9]=1)[C:2]1[CH:7]=[CH:6][CH:5]=[CH:4][CH:3]=1. (5) Given the reactants Cl[CH2:2][C:3]1[CH:22]=[CH:21][CH:20]=[CH:19][C:4]=1[O:5][CH2:6][C:7]1[N:8]=[C:9]([C:13]2[CH:18]=[CH:17][CH:16]=[CH:15][CH:14]=2)[O:10][C:11]=1[CH3:12].[OH:23][C:24]1[CH:29]=[CH:28][CH:27]=[CH:26][C:25]=1[CH2:30][C:31]([O:33][CH3:34])=[O:32].CN(C)C=O.[H-].[Na+], predict the reaction product. The product is: [CH3:12][C:11]1[O:10][C:9]([C:13]2[CH:18]=[CH:17][CH:16]=[CH:15][CH:14]=2)=[N:8][C:7]=1[CH2:6][O:5][C:4]1[CH:19]=[CH:20][CH:21]=[CH:22][C:3]=1[CH2:2][O:23][C:24]1[CH:29]=[CH:28][CH:27]=[CH:26][C:25]=1[CH2:30][C:31]([O:33][CH3:34])=[O:32]. (6) Given the reactants [Cl:1][C:2]1[S:6][C:5]([C:7]([NH:9][C@H:10]2[CH2:14][N:13]([CH2:15][C:16](=[O:32])[NH:17][C:18]3[CH:23]=[CH:22][C:21]([N:24]4[CH:29]=[CH:28][CH:27]=[CH:26][C:25]4=[O:30])=[CH:20][C:19]=3[F:31])[C@H:12]([C:33](O)=[O:34])[CH2:11]2)=[O:8])=[CH:4][CH:3]=1.[NH2:36][CH2:37][CH2:38][OH:39], predict the reaction product. The product is: [OH:39][CH2:38][CH2:37][NH:36][C:33]([C@@H:12]1[CH2:11][C@@H:10]([NH:9][C:7]([C:5]2[S:6][C:2]([Cl:1])=[CH:3][CH:4]=2)=[O:8])[CH2:14][N:13]1[CH2:15][C:16](=[O:32])[NH:17][C:18]1[CH:23]=[CH:22][C:21]([N:24]2[CH:29]=[CH:28][CH:27]=[CH:26][C:25]2=[O:30])=[CH:20][C:19]=1[F:31])=[O:34]. (7) Given the reactants Cl[C:2]1[CH:7]=[CH:6][N:5]=[C:4]([NH:8][C:9]2[CH:14]=[C:13]([O:15][CH3:16])[C:12]([O:17][CH3:18])=[C:11]([O:19][CH3:20])[CH:10]=2)[N:3]=1.[NH2:21][C:22]1[CH:27]=[CH:26][CH:25]=[C:24]([N:28]([CH3:30])[CH3:29])[C:23]=1[S:31]([NH2:34])(=[O:33])=[O:32], predict the reaction product. The product is: [CH3:29][N:28]([CH3:30])[C:24]1[CH:25]=[CH:26][CH:27]=[C:22]([NH:21][C:2]2[CH:7]=[CH:6][N:5]=[C:4]([NH:8][C:9]3[CH:14]=[C:13]([O:15][CH3:16])[C:12]([O:17][CH3:18])=[C:11]([O:19][CH3:20])[CH:10]=3)[N:3]=2)[C:23]=1[S:31]([NH2:34])(=[O:33])=[O:32].